From a dataset of Catalyst prediction with 721,799 reactions and 888 catalyst types from USPTO. Predict which catalyst facilitates the given reaction. Reactant: [C:1]([O:5][C:6](=[O:19])[NH:7][C@H:8]([C:12]1[CH:17]=[CH:16][CH:15]=[C:14]([F:18])[CH:13]=1)[CH2:9][CH2:10][OH:11])([CH3:4])([CH3:3])[CH3:2].CC(OI1(OC(C)=O)(OC(C)=O)OC(=O)C2C=CC=CC1=2)=O.[OH-].[Na+]. Product: [C:1]([O:5][C:6](=[O:19])[NH:7][C@H:8]([C:12]1[CH:17]=[CH:16][CH:15]=[C:14]([F:18])[CH:13]=1)[CH2:9][CH:10]=[O:11])([CH3:4])([CH3:2])[CH3:3]. The catalyst class is: 2.